This data is from Forward reaction prediction with 1.9M reactions from USPTO patents (1976-2016). The task is: Predict the product of the given reaction. (1) Given the reactants [ClH:1].Cl.FC1C=CC(C2C=NC(N3CCNCC3)=NC=2)=CC=1.C(OC([N:29]1[CH2:34][CH2:33][N:32]([C:35]2[N:40]=[CH:39][C:38]([C:41]3[CH:42]=[N:43][CH:44]=[CH:45][CH:46]=3)=[CH:37][N:36]=2)[CH2:31][CH2:30]1)=O)(C)(C)C, predict the reaction product. The product is: [ClH:1].[ClH:1].[ClH:1].[N:32]1([C:35]2[N:40]=[CH:39][C:38]([C:41]3[CH:42]=[N:43][CH:44]=[CH:45][CH:46]=3)=[CH:37][N:36]=2)[CH2:31][CH2:30][NH:29][CH2:34][CH2:33]1. (2) Given the reactants [CH3:1][O:2][C:3]1[CH:8]=[CH:7][C:6]([N+:9]([O-:11])=[O:10])=[CH:5][C:4]=1[OH:12].[CH3:13][N:14]1[CH2:18][CH2:17][CH2:16][C@H:15]1CO.C1(P(C2C=CC=CC=2)C2C=CC=CC=2)C=CC=CC=1.CCOC(/N=N/C(OCC)=O)=O, predict the reaction product. The product is: [CH3:13][N:14]1[CH2:18][CH2:17][CH2:16][C@@H:15]1[O:12][C:4]1[CH:5]=[C:6]([N+:9]([O-:11])=[O:10])[CH:7]=[CH:8][C:3]=1[O:2][CH3:1].